This data is from Full USPTO retrosynthesis dataset with 1.9M reactions from patents (1976-2016). The task is: Predict the reactants needed to synthesize the given product. (1) Given the product [Cl:36][C:33]1[CH:34]=[CH:35][C:22]2[N:21]([C:19]([C:16]3[CH:17]=[CH:18][C:13]([CH2:12][NH:11][CH2:10][CH2:9][OH:8])=[C:14]([F:37])[CH:15]=3)=[O:20])[CH2:30][C:29]3[CH:28]=[N:27][N:26]([CH3:31])[C:25]=3[NH:24][C:23]=2[CH:32]=1, predict the reactants needed to synthesize it. The reactants are: [H-].[Al+3].[Li+].[H-].[H-].[H-].C[O:8][C:9](=O)[CH2:10][NH:11][CH2:12][C:13]1[CH:18]=[CH:17][C:16]([C:19]([N:21]2[CH2:30][C:29]3[CH:28]=[N:27][N:26]([CH3:31])[C:25]=3[NH:24][C:23]3[CH:32]=[C:33]([Cl:36])[CH:34]=[CH:35][C:22]2=3)=[O:20])=[CH:15][C:14]=1[F:37].C1C(N=NC2C3C=CC(S([O-])(=O)=O)=CC=3C=CC=2O)=CC=C(S([O-])(=O)=O)C=1.[Na+].[Na+]. (2) Given the product [OH:2][C:3]1[CH:4]=[C:5]2[C:10](=[CH:11][CH:12]=1)[C:9](=[O:13])[N:8]([C:14]1[CH:15]=[CH:16][C:17]([C:20]([F:21])([F:22])[F:23])=[CH:18][CH:19]=1)[CH:7]=[C:6]2[C:24]1[CH:29]=[CH:28][C:27]([C:30]([F:33])([F:31])[F:32])=[CH:26][CH:25]=1, predict the reactants needed to synthesize it. The reactants are: C[O:2][C:3]1[CH:4]=[C:5]2[C:10](=[CH:11][CH:12]=1)[C:9](=[O:13])[N:8]([C:14]1[CH:19]=[CH:18][C:17]([C:20]([F:23])([F:22])[F:21])=[CH:16][CH:15]=1)[CH:7]=[C:6]2[C:24]1[CH:29]=[CH:28][C:27]([C:30]([F:33])([F:32])[F:31])=[CH:26][CH:25]=1.B(Br)(Br)Br. (3) Given the product [NH2:1][C:2]1[N:7]=[CH:6][N:5]=[C:4]2[N:8]([CH2:12][C:13]3[N:14]([C:25]4[CH:30]=[CH:29][CH:28]=[CH:27][C:26]=4[CH3:31])[C:15](=[O:24])[C:16]4[C:21]([CH:22]=3)=[CH:20][CH:19]=[CH:18][C:17]=4[CH3:23])[N:9]=[C:10]([C:35]#[C:34][C@H:33]([OH:36])[CH3:32])[C:3]=12, predict the reactants needed to synthesize it. The reactants are: [NH2:1][C:2]1[N:7]=[CH:6][N:5]=[C:4]2[N:8]([CH2:12][C:13]3[N:14]([C:25]4[CH:30]=[CH:29][CH:28]=[CH:27][C:26]=4[CH3:31])[C:15](=[O:24])[C:16]4[C:21]([CH:22]=3)=[CH:20][CH:19]=[CH:18][C:17]=4[CH3:23])[N:9]=[C:10](I)[C:3]=12.[CH3:32][C@@H:33]([OH:36])[C:34]#[CH:35].N(C(C)C)C(C)C. (4) The reactants are: [CH3:1][O:2][CH:3]1[C:11]2[C:6](=[C:7]([CH:12]=[C:13]3[CH2:21][C:20]4[C:15](=[CH:16][CH:17]=[C:18]([CH3:22])[CH:19]=4)[C:14]3=[O:23])[CH:8]=[CH:9][CH:10]=2)[CH2:5][CH:4]1[CH3:24].CO.[BH4-].[Na+]. Given the product [CH3:1][O:2][CH:3]1[C:11]2[C:6](=[C:7]([CH2:12][CH:13]3[CH2:21][C:20]4[C:15](=[CH:16][CH:17]=[C:18]([CH3:22])[CH:19]=4)[CH:14]3[OH:23])[CH:8]=[CH:9][CH:10]=2)[CH2:5][CH:4]1[CH3:24], predict the reactants needed to synthesize it.